Dataset: NCI-60 drug combinations with 297,098 pairs across 59 cell lines. Task: Regression. Given two drug SMILES strings and cell line genomic features, predict the synergy score measuring deviation from expected non-interaction effect. (1) Drug 1: CC(CN1CC(=O)NC(=O)C1)N2CC(=O)NC(=O)C2. Drug 2: CN(CCCl)CCCl.Cl. Cell line: PC-3. Synergy scores: CSS=20.2, Synergy_ZIP=-8.25, Synergy_Bliss=-0.327, Synergy_Loewe=0.375, Synergy_HSA=0.863. (2) Drug 1: CC1CCC2CC(C(=CC=CC=CC(CC(C(=O)C(C(C(=CC(C(=O)CC(OC(=O)C3CCCCN3C(=O)C(=O)C1(O2)O)C(C)CC4CCC(C(C4)OC)OCCO)C)C)O)OC)C)C)C)OC. Drug 2: CS(=O)(=O)OCCCCOS(=O)(=O)C. Cell line: CAKI-1. Synergy scores: CSS=16.9, Synergy_ZIP=-4.39, Synergy_Bliss=2.89, Synergy_Loewe=-6.39, Synergy_HSA=-1.80. (3) Drug 1: CC12CCC(CC1=CCC3C2CCC4(C3CC=C4C5=CN=CC=C5)C)O. Drug 2: C1C(C(OC1N2C=NC3=C(N=C(N=C32)Cl)N)CO)O. Cell line: HT29. Synergy scores: CSS=8.42, Synergy_ZIP=-3.46, Synergy_Bliss=-1.22, Synergy_Loewe=-7.96, Synergy_HSA=-1.46. (4) Drug 1: C1=NC2=C(N=C(N=C2N1C3C(C(C(O3)CO)O)O)F)N. Drug 2: CN(CCCl)CCCl.Cl. Cell line: SNB-75. Synergy scores: CSS=9.66, Synergy_ZIP=-4.34, Synergy_Bliss=-2.69, Synergy_Loewe=-1.00, Synergy_HSA=-0.257. (5) Drug 1: C1=NC2=C(N1)C(=S)N=C(N2)N. Drug 2: CN1C(=O)N2C=NC(=C2N=N1)C(=O)N. Cell line: BT-549. Synergy scores: CSS=12.5, Synergy_ZIP=-3.15, Synergy_Bliss=1.67, Synergy_Loewe=-19.9, Synergy_HSA=-1.10. (6) Drug 1: CCC(=C(C1=CC=CC=C1)C2=CC=C(C=C2)OCCN(C)C)C3=CC=CC=C3.C(C(=O)O)C(CC(=O)O)(C(=O)O)O. Drug 2: C1=NC2=C(N=C(N=C2N1C3C(C(C(O3)CO)O)F)Cl)N. Cell line: HL-60(TB). Synergy scores: CSS=29.5, Synergy_ZIP=5.10, Synergy_Bliss=-0.673, Synergy_Loewe=-52.6, Synergy_HSA=-7.70. (7) Drug 1: COC1=CC(=CC(=C1O)OC)C2C3C(COC3=O)C(C4=CC5=C(C=C24)OCO5)OC6C(C(C7C(O6)COC(O7)C8=CC=CS8)O)O. Drug 2: CC(C)NC(=O)C1=CC=C(C=C1)CNNC.Cl. Cell line: RXF 393. Synergy scores: CSS=20.7, Synergy_ZIP=-2.86, Synergy_Bliss=1.40, Synergy_Loewe=-36.5, Synergy_HSA=0.0849. (8) Drug 1: CC(C1=C(C=CC(=C1Cl)F)Cl)OC2=C(N=CC(=C2)C3=CN(N=C3)C4CCNCC4)N. Drug 2: C1=NNC2=C1C(=O)NC=N2. Cell line: K-562. Synergy scores: CSS=41.6, Synergy_ZIP=5.49, Synergy_Bliss=7.44, Synergy_Loewe=-21.5, Synergy_HSA=7.65.